This data is from Forward reaction prediction with 1.9M reactions from USPTO patents (1976-2016). The task is: Predict the product of the given reaction. (1) Given the reactants N1[C:11]2[C:6](=[CH:7][CH:8]=[CH:9][CH:10]=2)[C:4](=O)[C:2]1=[O:3].[NH2:12][C:13]1[CH:20]=[CH:19][CH:18]=[CH:17][C:14]=1[CH2:15][NH2:16], predict the reaction product. The product is: [CH:17]1[CH:18]=[CH:19][CH:20]=[C:13]2[C:14]=1[C:15]1[NH:16][C:11]3[C:6](=[CH:7][CH:8]=[CH:9][CH:10]=3)[C:4]=1[C:2](=[O:3])[NH:12]2. (2) Given the reactants [CH:1]1([C:4]2[C:5]([O:13][CH2:14][CH:15]3[CH2:17][CH2:16]3)=[CH:6][C:7]([C:10]([OH:12])=O)=[N:8][CH:9]=2)[CH2:3][CH2:2]1.[CH3:18][C:19]([CH3:28])([CH3:27])[CH:20]([NH2:26])[C:21]1[S:22][CH:23]=[CH:24][N:25]=1, predict the reaction product. The product is: [CH3:18][C:19]([CH3:28])([CH3:27])[CH:20]([NH:26][C:10]([C:7]1[CH:6]=[C:5]([O:13][CH2:14][CH:15]2[CH2:17][CH2:16]2)[C:4]([CH:1]2[CH2:2][CH2:3]2)=[CH:9][N:8]=1)=[O:12])[C:21]1[S:22][CH:23]=[CH:24][N:25]=1. (3) Given the reactants Br[CH2:2][C:3]1[C:12]([Cl:13])=[N:11][CH:10]=[CH:9][C:4]=1[C:5]([O:7]C)=O.[CH3:14][O:15][C:16]1[C:21]([CH2:22][NH2:23])=[CH:20][CH:19]=[C:18]([O:24][CH2:25][C:26]([F:29])([F:28])[F:27])[N:17]=1, predict the reaction product. The product is: [Cl:13][C:12]1[C:3]2[CH2:2][N:23]([CH2:22][C:21]3[C:16]([O:15][CH3:14])=[N:17][C:18]([O:24][CH2:25][C:26]([F:27])([F:28])[F:29])=[CH:19][CH:20]=3)[C:5](=[O:7])[C:4]=2[CH:9]=[CH:10][N:11]=1. (4) Given the reactants [Cl:1][C:2]1[CH:3]=[CH:4][C:5]([C:25]#[N:26])=[C:6]([C:8]2[CH:13]=[CH:12][N:11]([CH:14]([CH2:20][CH2:21][CH2:22][CH3:23])[C:15]([O:17]CC)=[O:16])[C:10](=[O:24])[CH:9]=2)[CH:7]=1.[OH-].[Li+], predict the reaction product. The product is: [Cl:1][C:2]1[CH:3]=[CH:4][C:5]([C:25]#[N:26])=[C:6]([C:8]2[CH:13]=[CH:12][N:11]([CH:14]([CH2:20][CH2:21][CH2:22][CH3:23])[C:15]([OH:17])=[O:16])[C:10](=[O:24])[CH:9]=2)[CH:7]=1.